Dataset: Reaction yield outcomes from USPTO patents with 853,638 reactions. Task: Predict the reaction yield, written as a fraction of the theoretical maximum amount of product (1.0 means a 100% yield; for example, 0.34 means a 34% yield). (1) The reactants are [F-].C([N+](CCCC)(CCCC)CCCC)CCC.O1CCCC1.[CH2:24]([C:26]([C:48]1[CH:53]=[CH:52][C:51]([B:54]2[O:58][C:57]([CH3:60])([CH3:59])[C:56]([CH3:62])([CH3:61])[O:55]2)=[C:50]([CH3:63])[CH:49]=1)([C:29]1[CH:34]=[CH:33][C:32]([CH2:35][CH2:36][C:37]2([O:42][Si](C)(C)C)[CH2:41][CH2:40][CH2:39][CH2:38]2)=[C:31]([CH3:47])[CH:30]=1)[CH2:27][CH3:28])[CH3:25]. No catalyst specified. The product is [CH2:24]([C:26]([C:29]1[CH:34]=[CH:33][C:32]([CH2:35][CH2:36][C:37]2([OH:42])[CH2:38][CH2:39][CH2:40][CH2:41]2)=[C:31]([CH3:47])[CH:30]=1)([C:48]1[CH:53]=[CH:52][C:51]([B:54]2[O:58][C:57]([CH3:59])([CH3:60])[C:56]([CH3:61])([CH3:62])[O:55]2)=[C:50]([CH3:63])[CH:49]=1)[CH2:27][CH3:28])[CH3:25]. The yield is 0.530. (2) The reactants are [NH2:1][CH2:2][CH2:3][N:4]([CH2:15][CH3:16])[CH2:5][CH2:6][O:7][C:8]1[C:9]([F:14])=[N:10][CH:11]=[CH:12][CH:13]=1.[I:17][C:18]1[CH:19]=[N:20][CH:21]=[C:22]2[C:27]=1[N:26]=[C:25]([C:28](OCC)=[O:29])[CH:24]=[CH:23]2.C(N(CCNC(C1C=NC2C(=CC=C(I)C=2)N=1)=O)CCOC1C(F)=NC=CC=1)C. No catalyst specified. The product is [CH2:15]([N:4]([CH2:3][CH2:2][NH:1][C:28]([C:25]1[CH:24]=[CH:23][C:22]2[C:27](=[C:18]([I:17])[CH:19]=[N:20][CH:21]=2)[N:26]=1)=[O:29])[CH2:5][CH2:6][O:7][C:8]1[C:9]([F:14])=[N:10][CH:11]=[CH:12][CH:13]=1)[CH3:16]. The yield is 0.960. (3) The reactants are [CH3:1][N:2]([CH3:12])[C:3]1[S:7][C:6]([C:8]([NH:10][NH2:11])=[O:9])=[CH:5][CH:4]=1.[NH:13]([C:25]([O:27][CH2:28][C:29]1[CH:34]=[CH:33][CH:32]=[CH:31][CH:30]=1)=[O:26])[C@H:14]([C:22](O)=[O:23])[CH2:15][C:16]1[CH:21]=[CH:20][CH:19]=[CH:18][CH:17]=1.C(Cl)CCl.C1C=CC2N(O)N=NC=2C=1. The catalyst is CN(C=O)C. The product is [O:23]=[C:22]([NH:11][NH:10][C:8]([C:6]1[S:7][C:3]([N:2]([CH3:12])[CH3:1])=[CH:4][CH:5]=1)=[O:9])[C@@H:14]([NH:13][C:25]([O:27][CH2:28][C:29]1[CH:34]=[CH:33][CH:32]=[CH:31][CH:30]=1)=[O:26])[CH2:15][C:16]1[CH:21]=[CH:20][CH:19]=[CH:18][CH:17]=1. The yield is 0.640. (4) The reactants are [Cl:1][C:2]1[CH:18]=[CH:17][C:5]2[CH2:6][CH2:7][N:8]([C:11](=[O:16])[C:12]([F:15])([F:14])[F:13])[CH2:9][CH2:10][C:4]=2[C:3]=1OS(C(F)(F)F)(=O)=O.[CH2:27]([NH:31][C:32](=[O:37])[C:33]([CH3:36])([CH3:35])[CH3:34])[CH2:28][C:29]#[CH:30]. The catalyst is CN(C=O)C. The product is [Cl:1][C:2]1[CH:18]=[CH:17][C:5]2[CH2:6][CH2:7][N:8]([C:11](=[O:16])[C:12]([F:15])([F:14])[F:13])[CH2:9][CH2:10][C:4]=2[C:3]=1[C:30]#[C:29][CH2:28][CH2:27][NH:31][C:32](=[O:37])[C:33]([CH3:35])([CH3:34])[CH3:36]. The yield is 0.990. (5) The reactants are [CH2:1]([N:8]1[CH2:26][CH2:25][C:11]2([O:15][CH2:14][C:13]([NH:16][C:17]([NH2:19])=[O:18])=[C:12]2[C:20](OCC)=[O:21])[CH2:10][CH2:9]1)[C:2]1[CH:7]=[CH:6][CH:5]=[CH:4][CH:3]=1.[OH-].[Na+].Cl. The catalyst is C(O)C. The product is [CH2:1]([N:8]1[CH2:26][CH2:25][C:11]2([C:12]3[C:20](=[O:21])[NH:19][C:17](=[O:18])[NH:16][C:13]=3[CH2:14][O:15]2)[CH2:10][CH2:9]1)[C:2]1[CH:3]=[CH:4][CH:5]=[CH:6][CH:7]=1. The yield is 0.990. (6) The reactants are [Cl:1][C:2]1[CH:3]=[C:4]([C:12]2[N:16]=[C:15]([C:17]3[CH:22]=[CH:21][C:20]([NH:23][C@@H:24]4[CH2:28][CH2:27][CH2:26][C@@H:25]4[C:29]([OH:31])=[O:30])=[CH:19][CH:18]=3)[O:14][N:13]=2)[CH:5]=[CH:6][C:7]=1[O:8][CH:9]([CH3:11])[CH3:10].[Cl:32][C:33]1[CH:34]=[C:35]([C:43]2[N:47]=[C:46]([C:48]3[CH:53]=[CH:52][C:51]([NH:54][C@H:55]4[CH2:59][CH2:58][CH2:57][C@H:56]4[C:60]([OH:62])=[O:61])=[CH:50][CH:49]=3)[O:45][N:44]=2)[CH:36]=[CH:37][C:38]=1[O:39][CH:40]([CH3:42])[CH3:41].S(Cl)(Cl)=O. The catalyst is CO. The product is [Cl:1][C:2]1[CH:3]=[C:4]([C:12]2[N:16]=[C:15]([C:17]3[CH:22]=[CH:21][C:20]([NH:23][C@@H:24]4[CH2:28][CH2:27][CH2:26][C@@H:25]4[C:29]([O:31][CH3:33])=[O:30])=[CH:19][CH:18]=3)[O:14][N:13]=2)[CH:5]=[CH:6][C:7]=1[O:8][CH:9]([CH3:11])[CH3:10].[Cl:32][C:33]1[CH:34]=[C:35]([C:43]2[N:47]=[C:46]([C:48]3[CH:53]=[CH:52][C:51]([NH:54][C@H:55]4[CH2:59][CH2:58][CH2:57][C@H:56]4[C:60]([O:62][CH3:2])=[O:61])=[CH:50][CH:49]=3)[O:45][N:44]=2)[CH:36]=[CH:37][C:38]=1[O:39][CH:40]([CH3:42])[CH3:41]. The yield is 0.603. (7) The reactants are [I:1][C:2]1[CH:3]=[C:4]2[C:8](=[CH:9][CH:10]=1)[NH:7][C:6](=[O:11])[C:5]2=O.Cl.[NH:14]([C:16]1[CH:21]=[CH:20][C:19]([S:22]([NH2:25])(=[O:24])=[O:23])=[CH:18][CH:17]=1)[NH2:15].C([O-])(=O)C.[Na+].O. The catalyst is C(O)(=O)C. The product is [I:1][C:2]1[CH:3]=[C:4]2[C:8](=[CH:9][CH:10]=1)[NH:7][C:6](=[O:11])[C:5]2=[N:15][NH:14][C:16]1[CH:21]=[CH:20][C:19]([S:22]([NH2:25])(=[O:23])=[O:24])=[CH:18][CH:17]=1. The yield is 0.750.